This data is from Full USPTO retrosynthesis dataset with 1.9M reactions from patents (1976-2016). The task is: Predict the reactants needed to synthesize the given product. (1) Given the product [CH3:1][O:2][C:3]1[CH:21]=[C:20]([O:22][CH3:23])[CH:19]=[CH:18][C:4]=1[CH2:5][NH:6][C:7]1[CH:14]=[CH:13][C:10]([C:11]#[N:12])=[CH:9][C:8]=1[NH2:15], predict the reactants needed to synthesize it. The reactants are: [CH3:1][O:2][C:3]1[CH:21]=[C:20]([O:22][CH3:23])[CH:19]=[CH:18][C:4]=1[CH2:5][NH:6][C:7]1[CH:14]=[CH:13][C:10]([C:11]#[N:12])=[CH:9][C:8]=1[N+:15]([O-])=O.S(S([O-])=O)([O-])=O.[Na+].[Na+].C(=O)(O)[O-].[Na+].[Na+].[Cl-]. (2) The reactants are: [C:1]([O:5][C:6](=[O:22])[NH:7][C@@H:8]1[C@H:12]([CH2:13][F:14])[CH2:11][N:10](CC2C=CC=CC=2)[CH2:9]1)([CH3:4])([CH3:3])[CH3:2].C(N(C(C)C)CC)(C)C.Cl[C:33]([O:35][CH2:36][C:37]1[CH:42]=[CH:41][CH:40]=[CH:39][CH:38]=1)=[O:34]. Given the product [CH2:36]([O:35][C:33]([N:10]1[CH2:11][C@@H:12]([CH2:13][F:14])[C@@H:8]([NH:7][C:6]([O:5][C:1]([CH3:4])([CH3:3])[CH3:2])=[O:22])[CH2:9]1)=[O:34])[C:37]1[CH:42]=[CH:41][CH:40]=[CH:39][CH:38]=1, predict the reactants needed to synthesize it.